Dataset: Forward reaction prediction with 1.9M reactions from USPTO patents (1976-2016). Task: Predict the product of the given reaction. (1) Given the reactants C(N(CC)CC)C.[O:8]=[C:9]1[CH2:14][CH2:13][CH2:12][CH2:11][N:10]1[C:15]1[CH:20]=[CH:19][C:18]([NH:21][C:22]([C:24]2[CH2:28][CH2:27][CH2:26][C:25]=2[C:29]2[CH:34]=[CH:33][CH:32]=[C:31]([C:35]#[N:36])[CH:30]=2)=[O:23])=[CH:17][CH:16]=1.[Cl-].[OH:38][NH3+:39], predict the reaction product. The product is: [O:8]=[C:9]1[CH2:14][CH2:13][CH2:12][CH2:11][N:10]1[C:15]1[CH:16]=[CH:17][C:18]([NH:21][C:22]([C:24]2[CH2:28][CH2:27][CH2:26][C:25]=2[C:29]2[CH:34]=[CH:33][CH:32]=[C:31]([C:35](=[NH:36])[NH:39][OH:38])[CH:30]=2)=[O:23])=[CH:19][CH:20]=1. (2) Given the reactants [Cl:1][C:2]1[N:3]=[C:4]([N:12]2[CH2:17][CH2:16][O:15][CH2:14][CH2:13]2)[C:5]2[S:10][CH:9]=[C:8]([CH3:11])[C:6]=2[N:7]=1.ClC1N=C(N2CCOCC2)C2SC=CC=2N=1.C(OC(C1SC=C(C)C=1N)=O)C.[Li]CCCC.[I:51]I, predict the reaction product. The product is: [Cl:1][C:2]1[N:3]=[C:4]([N:12]2[CH2:13][CH2:14][O:15][CH2:16][CH2:17]2)[C:5]2[S:10][C:9]([I:51])=[C:8]([CH3:11])[C:6]=2[N:7]=1. (3) Given the reactants [CH2:1]([O:8][C:9]([C:11]1[C:19]2[C:14](=[CH:15][CH:16]=[C:17]([CH2:20][NH:21]C(OC(C)(C)C)=O)[CH:18]=2)[NH:13][C:12]=1[CH3:29])=[O:10])[C:2]1[CH:7]=[CH:6][CH:5]=[CH:4][CH:3]=1.[ClH:30].O1CCOCC1, predict the reaction product. The product is: [ClH:30].[CH2:1]([O:8][C:9]([C:11]1[C:19]2[C:14](=[CH:15][CH:16]=[C:17]([CH2:20][NH2:21])[CH:18]=2)[NH:13][C:12]=1[CH3:29])=[O:10])[C:2]1[CH:3]=[CH:4][CH:5]=[CH:6][CH:7]=1. (4) Given the reactants [Br:1][C:2]1[N:11]=[C:10]2[C:5]([CH:6]([OH:12])[CH2:7][CH2:8][NH:9]2)=[CH:4][CH:3]=1.N1C=CN=C1.[C:18]([Si:22](Cl)([C:29]1[CH:34]=[CH:33][CH:32]=[CH:31][CH:30]=1)[C:23]1[CH:28]=[CH:27][CH:26]=[CH:25][CH:24]=1)([CH3:21])([CH3:20])[CH3:19], predict the reaction product. The product is: [Br:1][C:2]1[N:11]=[C:10]2[C:5]([CH:6]([O:12][Si:22]([C:18]([CH3:21])([CH3:20])[CH3:19])([C:29]3[CH:30]=[CH:31][CH:32]=[CH:33][CH:34]=3)[C:23]3[CH:28]=[CH:27][CH:26]=[CH:25][CH:24]=3)[CH2:7][CH2:8][NH:9]2)=[CH:4][CH:3]=1. (5) The product is: [Cl:33][C:30]1[CH:31]=[CH:32][C:27]([C:26]([NH:25][C:22]2[CH:23]=[CH:24][C:19]([CH2:18][NH:17][C:10]3[C:9]4[C:4](=[CH:5][CH:6]=[C:7]([C:13]([F:16])([F:15])[F:14])[CH:8]=4)[N:3]=[C:2]([Cl:1])[N:11]=3)=[CH:20][CH:21]=2)=[O:34])=[CH:28][CH:29]=1. Given the reactants [Cl:1][C:2]1[N:11]=[C:10](Cl)[C:9]2[C:4](=[CH:5][CH:6]=[C:7]([C:13]([F:16])([F:15])[F:14])[CH:8]=2)[N:3]=1.[NH2:17][CH2:18][C:19]1[CH:24]=[CH:23][C:22]([NH:25][C:26](=[O:34])[C:27]2[CH:32]=[CH:31][C:30]([Cl:33])=[CH:29][CH:28]=2)=[CH:21][CH:20]=1, predict the reaction product. (6) The product is: [ClH:23].[NH2:9][C:10]1[C:19]2[C:14](=[CH:15][C:16]([C:20]([OH:22])=[O:21])=[CH:17][CH:18]=2)[CH:13]=[CH:12][N:11]=1. Given the reactants C([NH:9][C:10]1[C:19]2[C:14](=[CH:15][C:16]([C:20]([OH:22])=[O:21])=[CH:17][CH:18]=2)[CH:13]=[CH:12][N:11]=1)(=O)C1C=CC=CC=1.[ClH:23], predict the reaction product. (7) Given the reactants C[O:2][C:3](=[O:18])[C@H:4]([CH2:14][CH2:15][CH2:16][CH3:17])[NH:5][C:6]([O:8][CH2:9][CH2:10][CH2:11][CH:12]=[CH2:13])=[O:7].[OH-].[Na+].CCOC(C)=O.Cl, predict the reaction product. The product is: [CH2:9]([O:8][C:6]([NH:5][C@H:4]([C:3]([OH:18])=[O:2])[CH2:14][CH2:15][CH2:16][CH3:17])=[O:7])[CH2:10][CH2:11][CH:12]=[CH2:13]. (8) Given the reactants F[C:2](F)(F)[C:3]([NH:5][C:6]1[CH:11]=[C:10]([O:12][CH3:13])[CH:9]=[CH:8][C:7]=1I)=O.C([C:19]1[CH:20]=[N:21][CH:22]=[CH:23][CH:24]=1)#C.[C:25](=O)([O-])[O-:26].[K+].[K+].I[C:32]1[CH:33]=[C:34]([CH:40]=[CH:41][CH:42]=1)[C:35]([O:37][CH2:38][CH3:39])=[O:36], predict the reaction product. The product is: [CH3:13][O:12][C:10]1[CH:11]=[C:6]2[C:7]([C:2]([C:25]([C:32]3[CH:33]=[C:34]([CH:40]=[CH:41][CH:42]=3)[C:35]([O:37][CH2:38][CH3:39])=[O:36])=[O:26])=[C:3]([C:23]3[CH:22]=[N:21][CH:20]=[CH:19][CH:24]=3)[NH:5]2)=[CH:8][CH:9]=1.